This data is from Forward reaction prediction with 1.9M reactions from USPTO patents (1976-2016). The task is: Predict the product of the given reaction. (1) Given the reactants Cl[C:2]1[C:11]2[C:6](=[CH:7][C:8]([N:13]([CH:17]3[CH2:21][CH2:20][CH2:19][CH2:18]3)[C:14](=[O:16])[CH3:15])=[C:9]([CH3:12])[CH:10]=2)[CH:5]=[CH:4][N:3]=1.[OH-:22].[K+], predict the reaction product. The product is: [CH:17]1([N:13]([C:8]2[CH:7]=[C:6]3[C:11](=[CH:10][C:9]=2[CH3:12])[C:2]([O:22][C:6]2[CH:11]=[CH:10][CH:9]=[CH:8][CH:7]=2)=[N:3][CH:4]=[CH:5]3)[C:14](=[O:16])[CH3:15])[CH2:21][CH2:20][CH2:19][CH2:18]1. (2) Given the reactants Cl.[O:2]1[C:6]2[CH:7]=[CH:8][C:9]([CH:11]3[C:15]4[NH:16][C:17]5[CH:18]=[CH:19][CH:20]=[CH:21][C:22]=5[C:23](=[O:24])[C:14]=4[CH2:13][NH:12]3)=[CH:10][C:5]=2[CH2:4][CH2:3]1.Br[C:26]1[CH:31]=[CH:30][CH:29]=[CH:28][N:27]=1.C1C=CC(P(C2C(C3C(P(C4C=CC=CC=4)C4C=CC=CC=4)=CC=C4C=3C=CC=C4)=C3C(C=CC=C3)=CC=2)C2C=CC=CC=2)=CC=1.CC([O-])(C)C.[Na+], predict the reaction product. The product is: [O:2]1[C:6]2[CH:7]=[CH:8][C:9]([CH:11]3[C:15]4[NH:16][C:17]5[CH:18]=[CH:19][CH:20]=[CH:21][C:22]=5[C:23](=[O:24])[C:14]=4[CH2:13][N:12]3[C:26]3[CH:31]=[CH:30][CH:29]=[CH:28][N:27]=3)=[CH:10][C:5]=2[CH2:4][CH2:3]1. (3) Given the reactants F[C:2]1[CH:7]=[C:6]([F:8])[CH:5]=[CH:4][C:3]=1[C:9]1[N:14]=[CH:13][N:12]=[C:11]([NH:15][C:16]2[CH:17]=[C:18]([CH:29]=[CH:30][CH:31]=2)[CH2:19][S:20](=[N:23]C(=O)OCC)([CH3:22])=[O:21])[N:10]=1.[Cl:32][C:33]1[CH:34]=[C:35]([CH2:40][OH:41])[CH:36]=[C:37]([F:39])[CH:38]=1, predict the reaction product. The product is: [Cl:32][C:33]1[CH:34]=[C:35]([CH:36]=[C:37]([F:39])[CH:38]=1)[CH2:40][O:41][C:2]1[CH:7]=[C:6]([F:8])[CH:5]=[CH:4][C:3]=1[C:9]1[N:14]=[CH:13][N:12]=[C:11]([NH:15][C:16]2[CH:31]=[CH:30][CH:29]=[C:18]([CH2:19][S:20]([CH3:22])(=[NH:23])=[O:21])[CH:17]=2)[N:10]=1. (4) Given the reactants [CH3:1][O:2][C:3]1[CH:4]=[C:5]([CH:25]=[CH:26][C:27]=1[O:28][CH3:29])[CH2:6][NH:7][C:8](=[O:24])[C:9]1[CH:14]=[C:13]([N+:15]([O-:17])=[O:16])[CH:12]=[CH:11][C:10]=1[NH:18][CH:19]([CH2:22][OH:23])[CH2:20][OH:21].Cl[C:31](Cl)([O:33]C(=O)OC(Cl)(Cl)Cl)Cl, predict the reaction product. The product is: [CH3:1][O:2][C:3]1[CH:4]=[C:5]([CH:25]=[CH:26][C:27]=1[O:28][CH3:29])[CH2:6][NH:7][C:8](=[O:24])[C:9]1[CH:14]=[C:13]([N+:15]([O-:17])=[O:16])[CH:12]=[CH:11][C:10]=1[NH:18][CH:19]1[CH2:22][O:23][C:31](=[O:33])[O:21][CH2:20]1. (5) The product is: [F:1][C:2]1[CH:3]=[C:4]([N:9]2[CH2:13][C@H:12]([CH2:14][O:15][S:25]([CH3:24])(=[O:27])=[O:26])[O:11][C:10]2=[O:16])[CH:5]=[CH:6][C:7]=1[I:8]. Given the reactants [F:1][C:2]1[CH:3]=[C:4]([N:9]2[CH2:13][C@H:12]([CH2:14][OH:15])[O:11][C:10]2=[O:16])[CH:5]=[CH:6][C:7]=1[I:8].C(N(CC)CC)C.[CH3:24][S:25](Cl)(=[O:27])=[O:26], predict the reaction product. (6) Given the reactants [C:1]([C:3]1[CH:4]=[C:5]2[C:9](=[CH:10][CH:11]=1)[N:8]([S:12]([C:15]1[CH:20]=[CH:19][C:18]([O:21][CH3:22])=[CH:17][CH:16]=1)(=[O:14])=[O:13])[C:7](=[O:23])[C@@:6]2([NH:33][C:34](=[O:42])OC1C=CC=CC=1)[C:24]1[C:25]([O:30][CH2:31][CH3:32])=[N:26][CH:27]=[CH:28][CH:29]=1)#[N:2].FC(F)(F)C(O)=O.FC(F)(F)C(O)=O.FC(F)(F)C(O)=O.[CH2:64]([N:66]([CH2:76][CH3:77])[CH2:67][CH2:68][N:69]1[CH2:72][C:71]2([CH2:75][NH:74][CH2:73]2)[CH2:70]1)[CH3:65], predict the reaction product. The product is: [C:1]([C:3]1[CH:4]=[C:5]2[C:9](=[CH:10][CH:11]=1)[N:8]([S:12]([C:15]1[CH:20]=[CH:19][C:18]([O:21][CH3:22])=[CH:17][CH:16]=1)(=[O:14])=[O:13])[C:7](=[O:23])[C@@:6]2([NH:33][C:34]([N:74]1[CH2:73][C:71]2([CH2:72][N:69]([CH2:68][CH2:67][N:66]([CH2:76][CH3:77])[CH2:64][CH3:65])[CH2:70]2)[CH2:75]1)=[O:42])[C:24]1[C:25]([O:30][CH2:31][CH3:32])=[N:26][CH:27]=[CH:28][CH:29]=1)#[N:2]. (7) Given the reactants [Si]([O:8][C:9]1[CH:14]=[CH:13][C:12]([NH:15][C:16]2[NH:20][N:19]=[CH:18][CH:17]=2)=[CH:11][CH:10]=1)(C(C)(C)C)(C)C.N12CCCN=C1CCCCC2.[C:32]([C:34]1[CH:39]=[CH:38][CH:37]=[CH:36][C:35]=1[C:40]1[CH:45]=[CH:44][C:43]([CH2:46][CH:47]([C:53](=O)[CH2:54][CH2:55][CH3:56])[C:48](OCC)=[O:49])=[CH:42][CH:41]=1)#[N:33].[F-].C([N+](CCCC)(CCCC)CCCC)CCC.[Cl-].[NH4+], predict the reaction product. The product is: [OH:8][C:9]1[CH:10]=[CH:11][C:12]([N:15]2[C:48](=[O:49])[C:47]([CH2:46][C:43]3[CH:44]=[CH:45][C:40]([C:35]4[C:34]([C:32]#[N:33])=[CH:39][CH:38]=[CH:37][CH:36]=4)=[CH:41][CH:42]=3)=[C:53]([CH2:54][CH2:55][CH3:56])[N:20]3[N:19]=[CH:18][CH:17]=[C:16]23)=[CH:13][CH:14]=1. (8) Given the reactants [Cl:1][C:2]1[C:3](=[O:18])[C:4]2[C:9]([C:10](=[O:17])[C:11]=1[NH:12][CH2:13][CH2:14][O:15][CH3:16])=[CH:8][CH:7]=[CH:6][CH:5]=2.[CH2:19]([OH:21])[CH3:20].C(OCC)(=O)C, predict the reaction product. The product is: [Cl:1][C:2]1[C:3](=[O:18])[C:4]2[C:9](=[CH:8][CH:7]=[CH:6][CH:5]=2)[C:10](=[O:17])[C:11]=1[N:12]([CH2:13][CH2:14][O:15][CH3:16])[C:19](=[O:21])[CH3:20].